From a dataset of Forward reaction prediction with 1.9M reactions from USPTO patents (1976-2016). Predict the product of the given reaction. (1) Given the reactants [CH3:1][O:2][C:3](=[O:26])/[CH:4]=[CH:5]/[C:6]1[CH:11]=[CH:10][C:9]([C@@H:12]2[CH2:16][CH2:15][CH2:14][N:13]2[CH2:17][CH2:18][C:19]2[C:20]([CH3:25])=[N:21][NH:22][C:23]=2[CH3:24])=[CH:8][CH:7]=1.[H-].[K+].Br[CH2:30][CH:31]1[CH2:36][CH2:35][O:34][CH2:33][CH2:32]1, predict the reaction product. The product is: [CH3:1][O:2][C:3](=[O:26])/[CH:4]=[CH:5]/[C:6]1[CH:7]=[CH:8][C:9]([C@@H:12]2[CH2:16][CH2:15][CH2:14][N:13]2[CH2:17][CH2:18][C:19]2[C:20]([CH3:25])=[N:21][N:22]([CH2:30][CH:31]3[CH2:36][CH2:35][O:34][CH2:33][CH2:32]3)[C:23]=2[CH3:24])=[CH:10][CH:11]=1. (2) Given the reactants [CH2:1]([S:8][CH:9]([CH:34]=O)[CH2:10][NH:11][C:12]([C:14]1[NH:15][C:16]2[C:21]([CH:22]=1)=[CH:20][CH:19]=[CH:18][C:17]=2[N:23]([CH3:33])[S:24]([C:27]1[CH:32]=[CH:31][CH:30]=[CH:29][N:28]=1)(=[O:26])=[O:25])=[O:13])[C:2]1[CH:7]=[CH:6][CH:5]=[CH:4][CH:3]=1.[NH:36]1[CH2:41][CH2:40][S:39][CH2:38][CH2:37]1.C(O[BH-](OC(=O)C)OC(=O)C)(=O)C.[Na+].Cl, predict the reaction product. The product is: [CH2:1]([S:8][CH:9]([CH2:34][N:36]1[CH2:41][CH2:40][S:39][CH2:38][CH2:37]1)[CH2:10][NH:11][C:12]([C:14]1[NH:15][C:16]2[C:21]([CH:22]=1)=[CH:20][CH:19]=[CH:18][C:17]=2[N:23]([CH3:33])[S:24]([C:27]1[CH:32]=[CH:31][CH:30]=[CH:29][N:28]=1)(=[O:26])=[O:25])=[O:13])[C:2]1[CH:3]=[CH:4][CH:5]=[CH:6][CH:7]=1. (3) Given the reactants P(Cl)(Cl)(Cl)=O.[O:6]1[C:10]2[CH:11]=[CH:12][C:13]([CH2:15][CH2:16][NH:17][C:18](=O)[CH2:19][C:20]3[CH:25]=[CH:24][C:23]([Br:26])=[CH:22][CH:21]=3)=[CH:14][C:9]=2[O:8][CH2:7]1.[BH4-].[Na+].O.O.[C:32]([OH:37])(=[O:36])[C:33]([OH:35])=[O:34], predict the reaction product. The product is: [C:32]([OH:37])(=[O:36])[C:33]([OH:35])=[O:34].[Br:26][C:23]1[CH:24]=[CH:25][C:20]([CH2:19][CH:18]2[C:12]3[CH:11]=[C:10]4[O:6][CH2:7][O:8][C:9]4=[CH:14][C:13]=3[CH2:15][CH2:16][NH:17]2)=[CH:21][CH:22]=1. (4) Given the reactants [C:1]([C:5]1[O:6][CH:7]=[C:8](/[CH:10]=[CH:11]/[C:12]2[C:13]([O:23][CH2:24][C:25]3[CH:50]=[CH:49][C:28]([O:29][CH2:30][C:31]4[N:32]=[C:33]([C:37]5[CH:42]=[CH:41][C:40]([CH2:43][C:44]([O:46]CC)=[O:45])=[CH:39][CH:38]=5)[O:34][C:35]=4[CH3:36])=[C:27]([O:51][CH3:52])[CH:26]=3)=[N:14][N:15]([C:17]3[CH:22]=[CH:21][CH:20]=[CH:19][CH:18]=3)[CH:16]=2)[N:9]=1)([CH3:4])([CH3:3])[CH3:2].O1CCCC1.[OH-].[Na+].Cl, predict the reaction product. The product is: [C:1]([C:5]1[O:6][CH:7]=[C:8](/[CH:10]=[CH:11]/[C:12]2[C:13]([O:23][CH2:24][C:25]3[CH:50]=[CH:49][C:28]([O:29][CH2:30][C:31]4[N:32]=[C:33]([C:37]5[CH:38]=[CH:39][C:40]([CH2:43][C:44]([OH:46])=[O:45])=[CH:41][CH:42]=5)[O:34][C:35]=4[CH3:36])=[C:27]([O:51][CH3:52])[CH:26]=3)=[N:14][N:15]([C:17]3[CH:18]=[CH:19][CH:20]=[CH:21][CH:22]=3)[CH:16]=2)[N:9]=1)([CH3:4])([CH3:2])[CH3:3]. (5) Given the reactants [CH3:1][O:2][C:3]1[CH:8]=[CH:7][C:6]([O:9][CH3:10])=[CH:5][C:4]=1[CH2:11][C:12](Cl)=[O:13].[CH3:15][O:16][C:17]1[CH:18]=[C:19]([CH2:25][CH2:26][NH2:27])[CH:20]=[CH:21][C:22]=1[O:23][CH3:24], predict the reaction product. The product is: [CH3:1][O:2][C:3]1[CH:8]=[CH:7][C:6]([O:9][CH3:10])=[CH:5][C:4]=1[CH2:11][C:12]([NH:27][CH2:26][CH2:25][C:19]1[CH:20]=[CH:21][C:22]([O:23][CH3:24])=[C:17]([O:16][CH3:15])[CH:18]=1)=[O:13]. (6) The product is: [F:40][C:41]([F:46])([F:45])[C:42]([O-:44])=[O:43].[Cl:1][C:2]1[CH:10]=[C:9]2[C:5]([CH:6]=[C:7]([C:13](=[O:30])[NH:14][CH:15]([C:20]3[CH:25]=[CH:24][CH:23]=[C:22]([C:26]([F:27])([F:28])[F:29])[CH:21]=3)[C:16]([F:17])([F:19])[F:18])[N:8]2[CH2:11][CH3:12])=[CH:4][C:3]=1[CH2:31][NH3+:32]. Given the reactants [Cl:1][C:2]1[CH:10]=[C:9]2[C:5]([CH:6]=[C:7]([C:13](=[O:30])[NH:14][CH:15]([C:20]3[CH:25]=[CH:24][CH:23]=[C:22]([C:26]([F:29])([F:28])[F:27])[CH:21]=3)[C:16]([F:19])([F:18])[F:17])[N:8]2[CH2:11][CH3:12])=[CH:4][C:3]=1[CH2:31][NH:32]C(=O)OC(C)(C)C.[F:40][C:41]([F:46])([F:45])[C:42]([OH:44])=[O:43], predict the reaction product.